Dataset: CYP2D6 inhibition data for predicting drug metabolism from PubChem BioAssay. Task: Regression/Classification. Given a drug SMILES string, predict its absorption, distribution, metabolism, or excretion properties. Task type varies by dataset: regression for continuous measurements (e.g., permeability, clearance, half-life) or binary classification for categorical outcomes (e.g., BBB penetration, CYP inhibition). Dataset: cyp2d6_veith. (1) The result is 0 (non-inhibitor). The drug is CCOC(=O)c1ccccc1NC(=O)/C(C)=C/C(=O)O. (2) The drug is COCCCN1C(=O)C(=O)/C(=C(/O)c2ccc(OC)cc2C)C1c1cccnc1. The result is 0 (non-inhibitor). (3) The compound is O=C(COc1cccc2ccccc12)NNC(=O)c1cccs1. The result is 0 (non-inhibitor). (4) The molecule is O=C(Cc1ccccc1)Nc1ccccc1N1CCOCC1. The result is 0 (non-inhibitor). (5) The drug is OCc1cnc[nH]1. The result is 0 (non-inhibitor). (6) The compound is COC(=O)CN(c1ccccn1)S(=O)(=O)c1ccccc1. The result is 0 (non-inhibitor).